This data is from Forward reaction prediction with 1.9M reactions from USPTO patents (1976-2016). The task is: Predict the product of the given reaction. (1) Given the reactants [NH2:1][C:2]1[C:11]([Cl:12])=[CH:10][C:5]2[N:6]=[C:7]([CH3:9])[O:8][C:4]=2[CH:3]=1.S(Cl)([Cl:16])(=O)=O, predict the reaction product. The product is: [NH2:1][C:2]1[C:11]([Cl:12])=[CH:10][C:5]2[N:6]=[C:7]([CH3:9])[O:8][C:4]=2[C:3]=1[Cl:16]. (2) The product is: [Br:1][C:2]1[CH:7]=[CH:6][C:5]([S:8]([NH:11][C:12]2[CH:13]=[N:14][CH:15]=[C:16]([B:20]3[O:24][C:23]([CH3:26])([CH3:25])[C:22]([CH3:28])([CH3:27])[O:21]3)[CH:17]=2)(=[O:10])=[O:9])=[C:4]([Cl:19])[CH:3]=1. Given the reactants [Br:1][C:2]1[CH:7]=[CH:6][C:5]([S:8]([NH:11][C:12]2[CH:13]=[N:14][CH:15]=[C:16](Br)[CH:17]=2)(=[O:10])=[O:9])=[C:4]([Cl:19])[CH:3]=1.[B:20]1([B:20]2[O:24][C:23]([CH3:26])([CH3:25])[C:22]([CH3:28])([CH3:27])[O:21]2)[O:24][C:23]([CH3:26])([CH3:25])[C:22]([CH3:28])([CH3:27])[O:21]1.C([O-])(=O)C.[K+], predict the reaction product. (3) Given the reactants [CH2:1]([O:3][C:4](=[O:13])[CH2:5][C:6]1[C:7]([CH3:12])=[N:8][NH:9][C:10]=1[CH3:11])[CH3:2].[Cl:14][C:15]1[CH:22]=[C:21]([N+:23]([O-:25])=[O:24])[CH:20]=[CH:19][C:16]=1[CH2:17]Br.C([O-])([O-])=O.[K+].[K+], predict the reaction product. The product is: [CH2:1]([O:3][C:4](=[O:13])[CH2:5][C:6]1[C:7]([CH3:12])=[N:8][N:9]([CH2:17][C:16]2[CH:19]=[CH:20][C:21]([N+:23]([O-:25])=[O:24])=[CH:22][C:15]=2[Cl:14])[C:10]=1[CH3:11])[CH3:2]. (4) Given the reactants [OH:1][NH:2][C:3]([C:5]1[CH:30]=[CH:29][C:8]2[NH:9][C:10]([C:12]3[CH:13]=[C:14]([C:19]4[CH:24]=[CH:23][C:22]([C:25](=[NH:28])[NH:26][OH:27])=[CH:21][CH:20]=4)[CH:15]=[CH:16][C:17]=3O)=[N:11][C:7]=2[CH:6]=1)=[NH:4].C(C1C=CC(C2C=CC=C(C3NC4C=CC(C#N)=CC=4N=3)C=2)=CC=1)#N, predict the reaction product. The product is: [OH:1][NH:2][C:3]([C:5]1[CH:30]=[CH:29][C:8]2[NH:9][C:10]([C:12]3[CH:13]=[C:14]([C:19]4[CH:24]=[CH:23][C:22]([C:25](=[NH:28])[NH:26][OH:27])=[CH:21][CH:20]=4)[CH:15]=[CH:16][CH:17]=3)=[N:11][C:7]=2[CH:6]=1)=[NH:4]. (5) The product is: [CH2:1]([O:8][C:9]1[CH:14]=[C:13]([CH2:15][C:16]2[CH:21]=[C:20]([CH3:22])[CH:19]=[CH:18][C:17]=2[OH:23])[CH:12]=[CH:11][C:10]=1[N:33]1[S:37](=[O:39])(=[O:38])[N:36]([CH2:40][CH2:41][Si:42]([CH3:43])([CH3:45])[CH3:44])[C:35](=[O:46])[CH2:34]1)[C:2]1[CH:3]=[CH:4][CH:5]=[CH:6][CH:7]=1. Given the reactants [CH2:1]([O:8][C:9]1[CH:14]=[C:13]([CH2:15][C:16]2[CH:21]=[C:20]([CH3:22])[CH:19]=[CH:18][C:17]=2[O:23]CC2C=CC(OC)=CC=2)[CH:12]=[CH:11][C:10]=1[N:33]1[S:37](=[O:39])(=[O:38])[N:36]([CH2:40][CH2:41][Si:42]([CH3:45])([CH3:44])[CH3:43])[C:35](=[O:46])[CH2:34]1)[C:2]1[CH:7]=[CH:6][CH:5]=[CH:4][CH:3]=1, predict the reaction product. (6) Given the reactants Br[C:2]1[CH:7]=[CH:6][C:5]([Br:8])=[CH:4][N:3]=1.[C:9]([C:17]1[CH:22]=[CH:21][C:20](B(O)O)=[CH:19][CH:18]=1)(=[O:16])[C:10]1[CH:15]=[CH:14][CH:13]=[CH:12][CH:11]=1.C(=O)([O-])[O-].[Na+].[Na+], predict the reaction product. The product is: [C:9]([C:17]1[CH:22]=[CH:21][C:20]([C:2]2[CH:7]=[CH:6][C:5]([Br:8])=[CH:4][N:3]=2)=[CH:19][CH:18]=1)(=[O:16])[C:10]1[CH:15]=[CH:14][CH:13]=[CH:12][CH:11]=1.